This data is from Full USPTO retrosynthesis dataset with 1.9M reactions from patents (1976-2016). The task is: Predict the reactants needed to synthesize the given product. (1) Given the product [N:30]1([C:2]2[CH:7]=[CH:6][C:5]([S:8]([CH3:11])(=[O:10])=[O:9])=[CH:4][C:3]=2[C:12]([N:14]2[CH2:19][CH2:18][N:17]([C:20]3[CH:25]=[CH:24][C:23]([C:26]([F:29])([F:28])[F:27])=[CH:22][CH:21]=3)[CH2:16][CH2:15]2)=[O:13])[CH:34]=[CH:33][N:32]=[CH:31]1, predict the reactants needed to synthesize it. The reactants are: I[C:2]1[CH:7]=[CH:6][C:5]([S:8]([CH3:11])(=[O:10])=[O:9])=[CH:4][C:3]=1[C:12]([N:14]1[CH2:19][CH2:18][N:17]([C:20]2[CH:25]=[CH:24][C:23]([C:26]([F:29])([F:28])[F:27])=[CH:22][CH:21]=2)[CH2:16][CH2:15]1)=[O:13].[NH:30]1[CH:34]=[CH:33][N:32]=[CH:31]1. (2) Given the product [O:12]=[C:10]1[C:9]2[C:4](=[CH:5][CH:6]=[CH:7][CH:8]=2)[N:3]=[C:2]([S:1][CH2:20][CH2:21][CH2:22][C:23]([OH:25])=[O:24])[NH:11]1, predict the reactants needed to synthesize it. The reactants are: [SH:1][C:2]1[NH:11][C:10](=[O:12])[C:9]2[C:4](=[CH:5][CH:6]=[CH:7][CH:8]=2)[N:3]=1.C(=O)([O-])[O-].[K+].[K+].Br[CH2:20][CH2:21][CH2:22][C:23]([O:25]C(C)(C)C)=[O:24]. (3) Given the product [C:21]([O:20][C:18]([NH:3][C@@H:4]1[CH2:5][CH2:6][N:11]([C@@H:12]([CH3:13])[C:14]([O:16][CH3:17])=[O:15])[C:9]1=[O:10])=[O:19])([CH3:24])([CH3:23])[CH3:22], predict the reactants needed to synthesize it. The reactants are: CI.[NH:3]([C:18]([O:20][C:21]([CH3:24])([CH3:23])[CH3:22])=[O:19])[C@@H:4]([C:9]([NH:11][C@H:12]([C:14]([O:16][CH3:17])=[O:15])[CH3:13])=[O:10])[CH2:5][CH2:6]SC.